Dataset: Full USPTO retrosynthesis dataset with 1.9M reactions from patents (1976-2016). Task: Predict the reactants needed to synthesize the given product. (1) Given the product [C:2]1([NH:21][C:18]2[CH:17]=[CH:16][C:15]([NH:14][C:8]3[CH:13]=[CH:12][CH:11]=[CH:10][CH:9]=3)=[CH:20][CH:19]=2)[CH:7]=[CH:6][CH:5]=[CH:4][CH:3]=1, predict the reactants needed to synthesize it. The reactants are: Cl[C:2]1[CH:7]=[CH:6][CH:5]=[CH:4][CH:3]=1.[C:8]1([NH:14][C:15]2[CH:20]=[CH:19][C:18]([NH2:21])=[CH:17][CH:16]=2)[CH:13]=[CH:12][CH:11]=[CH:10][CH:9]=1.CC([O-])(C)C.[Na+]. (2) Given the product [ClH:2].[CH3:14][C:15]1[N:20]=[C:19]([S:21][CH2:3][C:4]2[CH:13]=[CH:12][C:11]3[C:6](=[CH:7][CH:8]=[CH:9][CH:10]=3)[N:5]=2)[N:18]=[C:17]([OH:22])[CH:16]=1, predict the reactants needed to synthesize it. The reactants are: Cl.[Cl:2][CH2:3][C:4]1[CH:13]=[CH:12][C:11]2[C:6](=[CH:7][CH:8]=[CH:9][CH:10]=2)[N:5]=1.[CH3:14][C:15]1[N:20]=[C:19]([SH:21])[N:18]=[C:17]([OH:22])[CH:16]=1.C([O-])([O-])=O.[K+].[K+].O. (3) Given the product [NH2:15][C:12]1[CH:13]=[CH:14][C:9]2[O:8][C:7]([CH3:18])([CH3:19])[C:6](=[O:20])[N:5]([CH:3]([O:2][CH3:1])[CH3:4])[C:10]=2[CH:11]=1, predict the reactants needed to synthesize it. The reactants are: [CH3:1][O:2][CH:3]([N:5]1[C:10]2[CH:11]=[C:12]([N+:15]([O-])=O)[CH:13]=[CH:14][C:9]=2[O:8][C:7]([CH3:19])([CH3:18])[C:6]1=[O:20])[CH3:4]. (4) Given the product [CH3:2][O:3][C:4](=[O:8])[C@H:5]([CH3:7])[N:6]=[C:9]([C:10]1[CH:15]=[CH:14][CH:13]=[CH:12][CH:11]=1)[C:16]1[CH:21]=[CH:20][CH:19]=[CH:18][CH:17]=1, predict the reactants needed to synthesize it. The reactants are: Cl.[CH3:2][O:3][C:4](=[O:8])[C@H:5]([CH3:7])[NH2:6].[C:9](=N)([C:16]1[CH:21]=[CH:20][CH:19]=[CH:18][CH:17]=1)[C:10]1[CH:15]=[CH:14][CH:13]=[CH:12][CH:11]=1. (5) Given the product [F:21][C:22]1[C:30]([C:31]([F:32])([F:33])[F:34])=[CH:29][CH:28]=[CH:27][C:23]=1[C:24]1[O:15][N:14]=[C:13]([CH2:12][N:8]2[C:9]3[C:5](=[C:4]([C:17]([F:19])([F:20])[F:18])[C:3]([C:1]#[N:2])=[CH:11][CH:10]=3)[CH:6]=[CH:7]2)[N:16]=1, predict the reactants needed to synthesize it. The reactants are: [C:1]([C:3]1[C:4]([C:17]([F:20])([F:19])[F:18])=[C:5]2[C:9](=[CH:10][CH:11]=1)[N:8]([CH2:12][C:13](=[NH:16])[NH:14][OH:15])[CH:7]=[CH:6]2)#[N:2].[F:21][C:22]1[C:30]([C:31]([F:34])([F:33])[F:32])=[CH:29][CH:28]=[CH:27][C:23]=1[C:24](O)=O. (6) Given the product [C:17]([C:21]1[N:26]=[C:25]([N:27]2[CH2:32][CH2:31][N:30]([CH2:33][CH2:34][CH2:35][CH2:36][NH:37][C:14]([C:6]3[N:7]=[C:8]4[CH:13]=[CH:12][CH:11]=[CH:10][N:9]4[C:5]=3[CH2:4][N:2]([CH3:1])[CH3:3])=[O:16])[CH2:29][CH2:28]2)[CH:24]=[C:23]([C:38]([F:40])([F:41])[F:39])[N:22]=1)([CH3:20])([CH3:18])[CH3:19], predict the reactants needed to synthesize it. The reactants are: [CH3:1][N:2]([CH2:4][C:5]1[N:9]2[CH:10]=[CH:11][CH:12]=[CH:13][C:8]2=[N:7][C:6]=1[C:14]([OH:16])=O)[CH3:3].[C:17]([C:21]1[N:26]=[C:25]([N:27]2[CH2:32][CH2:31][N:30]([CH2:33][CH2:34][CH2:35][CH2:36][NH2:37])[CH2:29][CH2:28]2)[CH:24]=[C:23]([C:38]([F:41])([F:40])[F:39])[N:22]=1)([CH3:20])([CH3:19])[CH3:18]. (7) Given the product [F:1][C:2]([F:10])([F:11])[C:3]1[CH:4]=[CH:5][C:6]([O:9][CH:13]2[CH2:14][CH2:15][CH2:16][CH2:17][O:12]2)=[CH:7][CH:8]=1, predict the reactants needed to synthesize it. The reactants are: [F:1][C:2]([F:11])([F:10])[C:3]1[CH:8]=[CH:7][C:6]([OH:9])=[CH:5][CH:4]=1.[O:12]1[CH:17]=[CH:16][CH2:15][CH2:14][CH2:13]1.Cl. (8) Given the product [S:10]1[CH:11]=[CH:12][C:8]([C:6]2[N:7]=[C:2]([NH:35][C:32]3[CH:33]=[CH:34][C:26]4[O:25][CH2:30][CH2:29][NH:28][C:27]=4[CH:31]=3)[C:3]3[NH:15][N:14]=[CH:13][C:4]=3[N:5]=2)=[CH:9]1, predict the reactants needed to synthesize it. The reactants are: Cl[C:2]1[C:3]2[C:4](=[CH:13][N:14](CC3C=CC(OC)=CC=3)[N:15]=2)[N:5]=[C:6]([C:8]2[CH:12]=[CH:11][S:10][CH:9]=2)[N:7]=1.[O:25]1[CH2:30][CH2:29][NH:28][C:27]2[CH:31]=[C:32]([NH2:35])[CH:33]=[CH:34][C:26]1=2.Cl. (9) Given the product [NH2:36][CH:17]([C:7]1[CH:8]=[CH:9][C:10]([O:12][CH2:13][CH:14]([CH3:16])[CH3:15])=[CH:11][C:6]=1[O:5][CH2:1][CH:2]([CH3:3])[CH3:4])[C:18]1[CH:19]=[CH:20][C:21]([O:31][CH2:32][CH:33]([CH3:34])[CH3:35])=[C:22]([CH2:24][CH2:25][C:26]([O:28][CH2:29][CH3:30])=[O:27])[CH:23]=1, predict the reactants needed to synthesize it. The reactants are: [CH2:1]([O:5][C:6]1[CH:11]=[C:10]([O:12][CH2:13][CH:14]([CH3:16])[CH3:15])[CH:9]=[CH:8][C:7]=1[C:17](=[N:36]O)[C:18]1[CH:19]=[CH:20][C:21]([O:31][CH2:32][CH:33]([CH3:35])[CH3:34])=[C:22]([CH2:24][CH2:25][C:26]([O:28][CH2:29][CH3:30])=[O:27])[CH:23]=1)[CH:2]([CH3:4])[CH3:3].[BH4-].[Na+].Cl.C(=O)(O)[O-].[Na+].